This data is from Choline transporter screen with 302,306 compounds. The task is: Binary Classification. Given a drug SMILES string, predict its activity (active/inactive) in a high-throughput screening assay against a specified biological target. (1) The drug is Oc1cc(N2Cc3c(C2)cccc3)ccc1C(OCC)=O. The result is 0 (inactive). (2) The drug is S(=O)(=O)(N(C)C)c1ccc(C(=O)NCC(N(C)C)c2ccc(OC)cc2)cc1. The result is 0 (inactive). (3) The molecule is S(=O)(=O)(c1n2C(=N)/C(=C\c3n(c4c(cccc4C)C)ccc3)C(=O)N=c2sn1)C. The result is 1 (active). (4) The molecule is Clc1c(CNC=2SC(CN2)C)cccc1. The result is 0 (inactive). (5) The molecule is O=C1C(/C(=O)c2c1cccc2)=C\c1cc(OC)cc(OC)c1. The result is 0 (inactive). (6) The molecule is Clc1c2sc(N3CCOCC3)nc2c(Cl)cc1. The result is 0 (inactive). (7) The drug is O=C1N(CC(=O)N(C1)c1c(ccc(c1)C)C)c1c(ccc(c1)C)C. The result is 0 (inactive). (8) The drug is S(=O)(=O)(N1CCC(CC1)C(O)=O)c1ccc(cc1)CC. The result is 0 (inactive). (9) The compound is ClCc1c2COC(Oc2c(nc1)C)(C)C. The result is 0 (inactive).